From a dataset of Peptide-MHC class I binding affinity with 185,985 pairs from IEDB/IMGT. Regression. Given a peptide amino acid sequence and an MHC pseudo amino acid sequence, predict their binding affinity value. This is MHC class I binding data. (1) The peptide sequence is RPGGKKQYM. The MHC is HLA-B07:02 with pseudo-sequence HLA-B07:02. The binding affinity (normalized) is 0.655. (2) The peptide sequence is HAKYMVTDK. The MHC is HLA-A31:01 with pseudo-sequence HLA-A31:01. The binding affinity (normalized) is 0.212. (3) The peptide sequence is ELIRRVRRY. The MHC is HLA-A31:01 with pseudo-sequence HLA-A31:01. The binding affinity (normalized) is 0.0303. (4) The peptide sequence is RRLTVCGGIMF. The MHC is HLA-B53:01 with pseudo-sequence HLA-B53:01. The binding affinity (normalized) is 0.213.